Predict the product of the given reaction. From a dataset of Forward reaction prediction with 1.9M reactions from USPTO patents (1976-2016). (1) Given the reactants C(O[C:4]([C:6]1[N:11]=[C:10]([CH3:12])[C:9]2[N:13]=[C:14]([C:16]3[CH:21]=[CH:20][CH:19]=[CH:18][CH:17]=3)[S:15][C:8]=2[C:7]=1[OH:22])=[O:5])C.[NH2:23][CH2:24][C:25]([OH:27])=[O:26], predict the reaction product. The product is: [OH:22][C:7]1[C:8]2[S:15][C:14]([C:16]3[CH:17]=[CH:18][CH:19]=[CH:20][CH:21]=3)=[N:13][C:9]=2[C:10]([CH3:12])=[N:11][C:6]=1[C:4]([NH:23][CH2:24][C:25]([OH:27])=[O:26])=[O:5]. (2) Given the reactants [F:1][C:2]1([C:9]2[CH:14]=[CH:13][C:12]([C:15]3[CH2:19][C:18]([C:24]4[CH:29]=[C:28]([Cl:30])[C:27]([Cl:31])=[C:26]([Cl:32])[CH:25]=4)([C:20]([F:23])([F:22])[F:21])[O:17][N:16]=3)=[CH:11][CH:10]=2)[CH2:5][CH:4]([C:6]([OH:8])=O)[CH2:3]1.C1C=C[C:36]2N(O)N=[N:39][C:37]=2[CH:38]=1.CCN(C(C)C)C(C)C.CCN=C=NCCCN(C)C.Cl.Cl.C1(N)CC1, predict the reaction product. The product is: [CH:37]1([NH:39][C:6]([CH:4]2[CH2:5][C:2]([F:1])([C:9]3[CH:10]=[CH:11][C:12]([C:15]4[CH2:19][C:18]([C:24]5[CH:29]=[C:28]([Cl:30])[C:27]([Cl:31])=[C:26]([Cl:32])[CH:25]=5)([C:20]([F:21])([F:22])[F:23])[O:17][N:16]=4)=[CH:13][CH:14]=3)[CH2:3]2)=[O:8])[CH2:38][CH2:36]1. (3) Given the reactants [OH:1][CH:2]1[CH2:25][CH2:24][C:5]2([C:9](=[O:10])[N:8]([C:11]3[CH:16]=[CH:15][C:14]([O:17][C@H:18]([CH3:23])[C:19]([F:22])([F:21])[F:20])=[CH:13][CH:12]=3)[CH2:7][CH2:6]2)[CH2:4][CH2:3]1.CC1(C)N([O])C(C)(C)CCC1.[Br-].[K+].Cl[O-].[Na+].C(=O)(O)[O-].[Na+], predict the reaction product. The product is: [F:22][C:19]([F:20])([F:21])[C@@H:18]([CH3:23])[O:17][C:14]1[CH:15]=[CH:16][C:11]([N:8]2[CH2:7][CH2:6][C:5]3([CH2:4][CH2:3][C:2](=[O:1])[CH2:25][CH2:24]3)[C:9]2=[O:10])=[CH:12][CH:13]=1. (4) Given the reactants CC1C=CC(S(OC[CH2:13][C@H:14]2[O:20][C@H:19]([C:21]3[CH:26]=[CH:25][CH:24]=[C:23]([O:27][CH3:28])[C:22]=3[O:29][CH3:30])[C:18]3[CH:31]=[C:32]([Cl:35])[CH:33]=[CH:34][C:17]=3[N:16]3[CH:36]=[CH:37][CH:38]=[C:15]23)(=O)=O)=CC=1.[CH3:39][NH:40][C@@H:41]1[CH2:46][CH2:45][CH2:44][C@H:43]([C:47]([O-:49])=[O:48])[CH2:42]1.[C:50](=O)([O-])[O-].[K+].[K+].[C:56](#N)[CH3:57], predict the reaction product. The product is: [Cl:35][C:32]1[CH:33]=[CH:34][C:17]2[N:16]3[CH:36]=[CH:37][CH:38]=[C:15]3[C@@H:14]([CH2:13][CH2:39][N:40]([CH3:50])[C@@H:41]3[CH2:46][CH2:45][CH2:44][C@H:43]([C:47]([O:49][CH2:56][CH3:57])=[O:48])[CH2:42]3)[O:20][C@H:19]([C:21]3[CH:26]=[CH:25][CH:24]=[C:23]([O:27][CH3:28])[C:22]=3[O:29][CH3:30])[C:18]=2[CH:31]=1. (5) Given the reactants C(OC([N:8]1[C:12]2[CH:13]=[CH:14][C:15](B3OC(C)(C)C(C)(C)O3)=[CH:16][C:11]=2[N:10]=[C:9]1[CH2:26][O:27][C:28]1[CH:33]=[CH:32][C:31]([C:34]([F:37])([F:36])[F:35])=[CH:30][CH:29]=1)=O)(C)(C)C.Br[CH2:39][CH:40]([S:42]([C:45]1[CH:50]=[CH:49][CH:48]=[CH:47][CH:46]=1)(=[O:44])=[O:43])O.C(=O)([O-])[O-:52].[Na+].[Na+], predict the reaction product. The product is: [F:37][C:34]([F:35])([F:36])[C:31]1[CH:32]=[CH:33][C:28]([O:27][CH2:26][C:9]2[NH:8][C:12]3[CH:13]=[CH:14][C:15]([C:46]4[CH:47]=[CH:48][CH:49]=[CH:50][C:45]=4[S:42]([CH2:40][CH2:39][OH:52])(=[O:44])=[O:43])=[CH:16][C:11]=3[N:10]=2)=[CH:29][CH:30]=1. (6) Given the reactants [F:1][C:2]1[CH:10]=[C:9]2[C:5]([C:6](=[O:25])[N:7]([CH:12]3[CH2:17][CH2:16][N:15]([C:18]([O:20][C:21]([CH3:24])([CH3:23])[CH3:22])=[O:19])[CH2:14][CH2:13]3)[CH:8]2[CH3:11])=[C:4](I)[CH:3]=1.[Cu][C:28]#[N:29].ClCCl.C(O)C, predict the reaction product. The product is: [C:28]([C:4]1[CH:3]=[C:2]([F:1])[CH:10]=[C:9]2[C:5]=1[C:6](=[O:25])[N:7]([CH:12]1[CH2:13][CH2:14][N:15]([C:18]([O:20][C:21]([CH3:24])([CH3:23])[CH3:22])=[O:19])[CH2:16][CH2:17]1)[CH:8]2[CH3:11])#[N:29].